The task is: Predict the reactants needed to synthesize the given product.. This data is from Full USPTO retrosynthesis dataset with 1.9M reactions from patents (1976-2016). Given the product [C:16]([O:20][C:21](=[O:22])[NH:23][C@H:24]([C:25](=[O:26])[NH:8][C:5]1[CH:6]=[CH:7][C:2]([F:1])=[CH:3][C:4]=1[NH:9][C:10]1[CH:11]=[N:12][CH:13]=[CH:14][CH:15]=1)[CH2:28][CH3:29])([CH3:17])([CH3:18])[CH3:19], predict the reactants needed to synthesize it. The reactants are: [F:1][C:2]1[CH:3]=[C:4]([NH:9][C:10]2[CH:11]=[N:12][CH:13]=[CH:14][CH:15]=2)[C:5]([NH2:8])=[CH:6][CH:7]=1.[C:16]([O:20][C:21]([NH:23][C@@H:24]([CH2:28][CH3:29])[C:25](O)=[O:26])=[O:22])([CH3:19])([CH3:18])[CH3:17].C1C=NC2N(O)N=NC=2C=1.Cl.CN(C)CCCN=C=NCC.